Dataset: Peptide-MHC class II binding affinity with 134,281 pairs from IEDB. Task: Regression. Given a peptide amino acid sequence and an MHC pseudo amino acid sequence, predict their binding affinity value. This is MHC class II binding data. (1) The peptide sequence is FDAFVAYHIGARIVS. The MHC is HLA-DQA10102-DQB10502 with pseudo-sequence HLA-DQA10102-DQB10502. The binding affinity (normalized) is 0.399. (2) The peptide sequence is YDKFLANVSTVNTGK. The MHC is DRB1_0101 with pseudo-sequence DRB1_0101. The binding affinity (normalized) is 0.834. (3) The binding affinity (normalized) is 0.439. The peptide sequence is LTKKGNVWEVKSSKP. The MHC is HLA-DQA10501-DQB10301 with pseudo-sequence HLA-DQA10501-DQB10301. (4) The MHC is DRB1_0802 with pseudo-sequence DRB1_0802. The peptide sequence is RQDSSSTGWNETIVE. The binding affinity (normalized) is 0.110. (5) The peptide sequence is RSIQDNQVAYLIIGIK. The MHC is DRB1_0301 with pseudo-sequence DRB1_0301. The binding affinity (normalized) is 0.695. (6) The peptide sequence is AMCRTPFSLAEGIVL. The MHC is DRB4_0103 with pseudo-sequence DRB4_0103. The binding affinity (normalized) is 0.463. (7) The peptide sequence is FLAVALVAGPAGSYA. The MHC is DRB1_1001 with pseudo-sequence DRB1_1001. The binding affinity (normalized) is 0.598. (8) The peptide sequence is KPPFSGMTGCGNTPI. The MHC is HLA-DPA10103-DPB10201 with pseudo-sequence HLA-DPA10103-DPB10201. The binding affinity (normalized) is 0.0293. (9) The peptide sequence is FIGYGKATLECQVQTKK. The MHC is DRB3_0202 with pseudo-sequence DRB3_0202. The binding affinity (normalized) is 0.172. (10) The peptide sequence is NPRDAKACVVHGSDLK. The MHC is HLA-DQA10102-DQB10602 with pseudo-sequence HLA-DQA10102-DQB10602. The binding affinity (normalized) is 0.451.